From a dataset of Reaction yield outcomes from USPTO patents with 853,638 reactions. Predict the reaction yield, written as a fraction of the theoretical maximum amount of product (1.0 means a 100% yield; for example, 0.34 means a 34% yield). (1) The reactants are [C:1]1([NH2:8])[CH:6]=[CH:5][CH:4]=[CH:3][C:2]=1[NH2:7].[CH2:9](O)[CH3:10]. The catalyst is C(O)C1C=CC=CC=1. The product is [CH:6]1[C:1]2[NH:8][C:9]3[C:10](=[CH:6][C:1]4[C:2]([CH:3]=3)=[N:8][C:1]3[C:2](=[CH:3][CH:4]=[CH:5][CH:6]=3)[N:7]=4)[NH:7][C:2]=2[CH:3]=[CH:4][CH:5]=1. The yield is 0.920. (2) The reactants are [CH:1]([N:4]1[N:8]=[N:7][C:6]([CH2:9][CH2:10][OH:11])=[N:5]1)([CH3:3])[CH3:2].[CH:12]([N:15]1[C:19]([CH2:20][CH2:21][OH:22])=[N:18][N:17]=[N:16]1)([CH3:14])[CH3:13].[CH3:23][S:24](Cl)(=[O:26])=[O:25].C(N(CC)CC)C. The catalyst is C(Cl)Cl. The product is [CH:1]([N:4]1[N:8]=[N:7][C:6]([CH2:9][CH2:10][O:11][S:24]([CH3:23])(=[O:26])=[O:25])=[N:5]1)([CH3:3])[CH3:2].[CH:12]([N:15]1[C:19]([CH2:20][CH2:21][O:22][S:24]([CH3:23])(=[O:26])=[O:25])=[N:18][N:17]=[N:16]1)([CH3:14])[CH3:13]. The yield is 0.170. (3) The reactants are [CH:1]1([C:4]([C:6]2[CH:11]=[CH:10][C:9]([OH:12])=[CH:8][CH:7]=2)=[O:5])[CH2:3][CH2:2]1.C([O-])([O-])=O.[K+].[K+].Br[CH2:20][CH2:21][CH2:22][Cl:23]. The catalyst is CC(=O)CC. The product is [Cl:23][CH2:22][CH2:21][CH2:20][O:12][C:9]1[CH:8]=[CH:7][C:6]([C:4]([CH:1]2[CH2:2][CH2:3]2)=[O:5])=[CH:11][CH:10]=1. The yield is 0.900. (4) The reactants are [O-]P([O-])([O-])=O.[K+].[K+].[K+].Br[C:10]1[CH:11]=[C:12]([C:16]2[N:20]([CH3:21])[N:19]=[C:18]([C:22]([N:24]3[CH2:28][CH2:27][CH:26]([N:29]([CH2:32][CH3:33])[CH2:30][CH3:31])[CH2:25]3)=[O:23])[C:17]=2[CH3:34])[CH:13]=[CH:14][CH:15]=1.[Cl:35][C:36]1[CH:37]=[C:38](B(O)O)[CH:39]=[CH:40][CH:41]=1. No catalyst specified. The product is [Cl:35][C:36]1[CH:41]=[C:40]([C:10]2[CH:15]=[CH:14][CH:13]=[C:12]([C:16]3[N:20]([CH3:21])[N:19]=[C:18]([C:22]([N:24]4[CH2:28][CH2:27][CH:26]([N:29]([CH2:30][CH3:31])[CH2:32][CH3:33])[CH2:25]4)=[O:23])[C:17]=3[CH3:34])[CH:11]=2)[CH:39]=[CH:38][CH:37]=1. The yield is 0.560. (5) The yield is 0.700. The product is [Cl:19][CH2:20][C:21]1[N:6]([C:7]2[CH:12]=[CH:11][CH:10]=[CH:9][C:8]=2[Cl:13])[C:4](=[O:5])[C:3]2[C:2](=[CH:17][CH:16]=[CH:15][C:14]=2[F:18])[N:1]=1. The reactants are [NH2:1][C:2]1[CH:17]=[CH:16][CH:15]=[C:14]([F:18])[C:3]=1[C:4]([NH:6][C:7]1[CH:12]=[CH:11][CH:10]=[CH:9][C:8]=1[Cl:13])=[O:5].[Cl:19][CH2:20][C:21](Cl)=O. The catalyst is C(O)(=O)C. (6) The reactants are [CH2:1]([O:3][C:4]([C:6]1[N:10]2[N:11]=[C:12](Cl)[CH:13]=[C:14]([CH3:15])[C:9]2=[N:8][CH:7]=1)=[O:5])[CH3:2].[CH3:17][O:18][C:19]1[CH:26]=[CH:25][C:22]([CH2:23][NH2:24])=[CH:21][CH:20]=1. No catalyst specified. The product is [CH2:1]([O:3][C:4]([C:6]1[N:10]2[N:11]=[C:12]([NH:24][CH2:23][C:22]3[CH:25]=[CH:26][C:19]([O:18][CH3:17])=[CH:20][CH:21]=3)[CH:13]=[C:14]([CH3:15])[C:9]2=[N:8][CH:7]=1)=[O:5])[CH3:2]. The yield is 0.500. (7) The reactants are [OH:1][C:2]1[CH:3]=[C:4]2[C:9](=[CH:10][CH:11]=1)[C:8](=[O:12])[CH2:7][CH2:6][CH2:5]2.Cl[C:14]1[CH:19]=[CH:18][CH:17]=[C:16]([C:20]([F:23])([F:22])[F:21])[N:15]=1.C(=O)([O-])[O-].[K+].[K+]. The catalyst is C(#N)C.O. The product is [F:21][C:20]([F:23])([F:22])[C:16]1[N:15]=[C:14]([O:1][C:2]2[CH:3]=[C:4]3[C:9](=[CH:10][CH:11]=2)[C:8](=[O:12])[CH2:7][CH2:6][CH2:5]3)[CH:19]=[CH:18][CH:17]=1. The yield is 0.610. (8) The reactants are [F:1][C:2]([F:27])([F:26])[C:3]1[CH:21]=[C:20]([C:22]([F:25])([F:24])[F:23])[CH:19]=[CH:18][C:4]=1[CH2:5][O:6][C:7]1[CH:14]=[CH:13][C:10]([CH:11]=O)=[CH:9][C:8]=1[O:15][CH2:16][CH3:17].[CH3:28][NH:29][C:30]1[CH2:34][S:33][C:32](=[O:35])[N:31]=1.CC(C)([O-])C.[K+]. The catalyst is C(O)C. The product is [F:1][C:2]([F:26])([F:27])[C:3]1[CH:21]=[C:20]([C:22]([F:25])([F:24])[F:23])[CH:19]=[CH:18][C:4]=1[CH2:5][O:6][C:7]1[CH:14]=[CH:13][C:10](/[CH:11]=[C:34]2/[C:30]([NH:29][CH3:28])=[N:31][C:32](=[O:35])[S:33]/2)=[CH:9][C:8]=1[O:15][CH2:16][CH3:17]. The yield is 0.570. (9) The reactants are [CH3:1][O:2][CH2:3][O:4][C:5]1[CH:14]=[C:13]2[C:8]([CH:9]([CH2:26][CH:27]=[CH2:28])[CH:10]([C:16]3[CH:21]=[CH:20][C:19]([O:22][CH2:23][O:24][CH3:25])=[CH:18][CH:17]=3)[C:11](=[O:15])[O:12]2)=[CH:7][CH:6]=1.[CH3:29][Si](C)(C)[N-][Si](C)(C)C.[Li+].CI.[Cl-].[NH4+]. The catalyst is O1CCCC1.CCCCCC.C(OCC)(=O)C.O.C(OCC)(=O)C. The product is [CH3:1][O:2][CH2:3][O:4][C:5]1[CH:14]=[C:13]2[C:8]([CH:9]([CH2:26][CH:27]=[CH2:28])[C:10]([C:16]3[CH:21]=[CH:20][C:19]([O:22][CH2:23][O:24][CH3:25])=[CH:18][CH:17]=3)([CH3:29])[C:11](=[O:15])[O:12]2)=[CH:7][CH:6]=1. The yield is 0.908.